This data is from Acute oral toxicity (LD50) regression data from Zhu et al.. The task is: Regression/Classification. Given a drug SMILES string, predict its toxicity properties. Task type varies by dataset: regression for continuous values (e.g., LD50, hERG inhibition percentage) or binary classification for toxic/non-toxic outcomes (e.g., AMES mutagenicity, cardiotoxicity, hepatotoxicity). Dataset: ld50_zhu. (1) The drug is CCCCCCCCn1sccc1=O. The rat oral LD50 is 2.59, given as -log10 of the dose in mol/kg body weight (higher means more acutely toxic). (2) The compound is Cc1cc(Cl)ccc1N. The rat oral LD50 is 2.13, given as -log10 of the dose in mol/kg body weight (higher means more acutely toxic). (3) The drug is OCC(Cl)CCl. The rat oral LD50 is 3.16, given as -log10 of the dose in mol/kg body weight (higher means more acutely toxic). (4) The drug is COC1CCC(OC2CC3(CC(O)C(C)C(C(C)C=C(C)C(=O)C(C)CC(C)C(=O)O)O3)OC2(C)C2CCC(C)C3(OC(C4OC(O)(CO)C(C)CC4C)CC3C)O2)OC1C. The rat oral LD50 is 5.06, given as -log10 of the dose in mol/kg body weight (higher means more acutely toxic). (5) The compound is CCC(C(=O)c1ccc2[nH]c(=O)ccc2c1)N1CCN(c2cccc(Cl)c2)CC1. The rat oral LD50 is 2.91, given as -log10 of the dose in mol/kg body weight (higher means more acutely toxic). (6) The drug is C[Si](C)(C)CC(=O)O. The rat oral LD50 is 1.64, given as -log10 of the dose in mol/kg body weight (higher means more acutely toxic). (7) The drug is CCCCC(CC)COCCCN. The rat oral LD50 is 2.77, given as -log10 of the dose in mol/kg body weight (higher means more acutely toxic).